From a dataset of HIV replication inhibition screening data with 41,000+ compounds from the AIDS Antiviral Screen. Binary Classification. Given a drug SMILES string, predict its activity (active/inactive) in a high-throughput screening assay against a specified biological target. (1) The result is 0 (inactive). The drug is COc1cc2c(cc1Oc1c(Oc3c(O)c(OC)cc4c3C(CC(C)C)N(C)CC4)c(OC)cc3c1C(CC(C)C)N(C)CC3)C(CC(C)C)N(C)CC2. (2) The drug is COc1ccccc1NC(=O)C(=CN1C(=O)CC(=O)NC1=S)C(C)=O. The result is 0 (inactive). (3) The molecule is COC(=O)C(=O)C(=CNC(=S)Nc1ccc(S(=O)(=O)Nc2nccs2)cc1)C(=O)c1c(C)[nH]c2ccccc12. The result is 0 (inactive). (4) The molecule is [O-]c1c2cc(-[n+]3c(-c4ccccc4)cc(-c4ccccc4)cc3-c3ccccc3)cc1COCCOCCOCCOCCOC2. The result is 0 (inactive). (5) The molecule is COc1cc2ccc(=O)oc2cc1O. The result is 0 (inactive). (6) The molecule is O=c1[nH]c(=Cc2ccc3c(c2)OCO3)c(=O)[nH]c1=Cc1ccc2c(c1)OCO2. The result is 0 (inactive). (7) The molecule is O=C(NC(CO)CO)c1ccc2cc(C(=O)N3CC(CCl)c4ccc([N+](=O)[O-])cc43)[nH]c2c1. The result is 0 (inactive).